From a dataset of Full USPTO retrosynthesis dataset with 1.9M reactions from patents (1976-2016). Predict the reactants needed to synthesize the given product. (1) Given the product [Br:1][C:19]1[CH:20]=[C:21]2[C:16]3=[C:17]([O:29][C:13]4[CH:12]=[CH:11][CH:10]=[CH:9][C:14]=4[N:15]3[C:28]3[CH:27]=[CH:26][CH:25]=[CH:24][C:23]=3[O:22]2)[CH:18]=1, predict the reactants needed to synthesize it. The reactants are: [Br:1]N1C(=O)CCC1=O.[CH:9]1[C:14]2[N:15]3[C:28]4[CH:27]=[CH:26][CH:25]=[CH:24][C:23]=4[O:22][C:21]4[C:16]3=[C:17]([O:29][C:13]=2[CH:12]=[CH:11][CH:10]=1)[CH:18]=[CH:19][CH:20]=4. (2) Given the product [F:1][C:2]1[CH:22]=[CH:21][CH:20]=[C:19]([F:23])[C:3]=1[CH2:4][O:5][C:6]1[C:7]2[N:8]([C:12]([C:16]#[N:18])=[C:13]([CH3:15])[N:14]=2)[CH:9]=[CH:10][CH:11]=1, predict the reactants needed to synthesize it. The reactants are: [F:1][C:2]1[CH:22]=[CH:21][CH:20]=[C:19]([F:23])[C:3]=1[CH2:4][O:5][C:6]1[C:7]2[N:8]([C:12]([C:16]([NH2:18])=O)=[C:13]([CH3:15])[N:14]=2)[CH:9]=[CH:10][CH:11]=1.N1C=CC=CC=1.FC(F)(F)C(OC(=O)C(F)(F)F)=O.O.